Dataset: Forward reaction prediction with 1.9M reactions from USPTO patents (1976-2016). Task: Predict the product of the given reaction. (1) Given the reactants Br[C:2]1[CH:3]=[CH:4][C:5]([C:10]([N:12]2[CH2:17][CH2:16][N:15]([C:18]3[C:23]([CH:24]4[CH2:26][CH2:25]4)=[CH:22][C:21]([CH:27]4[CH2:29][CH2:28]4)=[CH:20][N:19]=3)[CH2:14][CH2:13]2)=[O:11])=[C:6]([CH:9]=1)[C:7]#[N:8].[S:30]1(=[O:36])(=[O:35])[CH2:34][CH2:33][CH2:32][NH:31]1, predict the reaction product. The product is: [CH:24]1([C:23]2[C:18]([N:15]3[CH2:16][CH2:17][N:12]([C:10]([C:5]4[CH:4]=[CH:3][C:2]([N:31]5[CH2:32][CH2:33][CH2:34][S:30]5(=[O:36])=[O:35])=[CH:9][C:6]=4[C:7]#[N:8])=[O:11])[CH2:13][CH2:14]3)=[N:19][CH:20]=[C:21]([CH:27]3[CH2:29][CH2:28]3)[CH:22]=2)[CH2:26][CH2:25]1. (2) Given the reactants [NH2:1][C:2]1[CH:11]=[CH:10][C:9]([N:12]2[CH2:17][CH2:16][C@H:15]([NH:18][C:19]([O:21][CH2:22][C:23]3[CH:28]=[CH:27][CH:26]=[CH:25][CH:24]=3)=[O:20])[C@H:14]([O:29][CH3:30])[CH2:13]2)=[CH:8][C:3]=1[C:4]([O:6][CH3:7])=[O:5].[C:31](Cl)(=[O:33])[CH3:32].C(N(CC)CC)C.CO, predict the reaction product. The product is: [C:31]([NH:1][C:2]1[CH:11]=[CH:10][C:9]([N:12]2[CH2:17][CH2:16][C@H:15]([NH:18][C:19]([O:21][CH2:22][C:23]3[CH:24]=[CH:25][CH:26]=[CH:27][CH:28]=3)=[O:20])[C@H:14]([O:29][CH3:30])[CH2:13]2)=[CH:8][C:3]=1[C:4]([O:6][CH3:7])=[O:5])(=[O:33])[CH3:32].